From a dataset of Reaction yield outcomes from USPTO patents with 853,638 reactions. Predict the reaction yield, written as a fraction of the theoretical maximum amount of product (1.0 means a 100% yield; for example, 0.34 means a 34% yield). (1) The reactants are Br[C:2]1[C:7](=[O:8])[N:6]([CH2:9][C:10]2[CH:15]=[CH:14][C:13]([C:16]3[C:17]([C:22]#[N:23])=[CH:18][CH:19]=[CH:20][CH:21]=3)=[CH:12][CH:11]=2)[C:5]([CH2:24][CH2:25][CH2:26][CH3:27])=[N:4][C:3]=1[CH:28]1[CH2:30][CH2:29]1.[Si:31]([O:38][CH2:39][C:40]([CH3:52])([CH3:51])[O:41][C:42]1[CH:47]=[CH:46][C:45](B(O)O)=[CH:44][CH:43]=1)([C:34]([CH3:37])([CH3:36])[CH3:35])([CH3:33])[CH3:32].C(=O)([O-])[O-].[Cs+].[Cs+].O1CCOCC1. The catalyst is C(OCC)(=O)C.C1C=CC(P(C2C=CC=CC=2)[C-]2C=CC=C2)=CC=1.C1C=CC(P(C2C=CC=CC=2)[C-]2C=CC=C2)=CC=1.Cl[Pd]Cl.[Fe+2].ClCCl. The product is [CH2:24]([C:5]1[N:6]([CH2:9][C:10]2[CH:15]=[CH:14][C:13]([C:16]3[C:17]([C:22]#[N:23])=[CH:18][CH:19]=[CH:20][CH:21]=3)=[CH:12][CH:11]=2)[C:7](=[O:8])[C:2]([C:45]2[CH:44]=[CH:43][C:42]([O:41][C:40]([CH3:52])([CH3:51])[CH2:39][O:38][Si:31]([C:34]([CH3:37])([CH3:36])[CH3:35])([CH3:32])[CH3:33])=[CH:47][CH:46]=2)=[C:3]([CH:28]2[CH2:29][CH2:30]2)[N:4]=1)[CH2:25][CH2:26][CH3:27]. The yield is 0.800. (2) The reactants are [O:1]=[C:2]1[N:10]([CH2:11][CH2:12][CH3:13])[C:9]2[NH:8][C:7]([C:14]34[CH2:21][CH2:20][C:17]([CH:22]=[N:23][OH:24])([CH2:18][CH2:19]3)[CH2:16][CH2:15]4)=[N:6][C:5]=2[C:4](=[O:25])[N:3]1[CH2:26][CH2:27][CH3:28].ClN1[C:34](=[O:35])[CH2:33][CH2:32]C1=O.C(O)C#C.CCN(CC)CC. The catalyst is CN(C=O)C. The product is [OH:35][CH2:34][C:33]1[O:24][N:23]=[C:22]([C:17]23[CH2:20][CH2:21][C:14]([C:7]4[NH:8][C:9]5[N:10]([CH2:11][CH2:12][CH3:13])[C:2](=[O:1])[N:3]([CH2:26][CH2:27][CH3:28])[C:4](=[O:25])[C:5]=5[N:6]=4)([CH2:19][CH2:18]2)[CH2:15][CH2:16]3)[CH:32]=1. The yield is 0.260.